This data is from Catalyst prediction with 721,799 reactions and 888 catalyst types from USPTO. The task is: Predict which catalyst facilitates the given reaction. (1) Reactant: [C:1]([N:5]1[CH2:9][C@@H:8]([C:10]2[CH:15]=[CH:14][CH:13]=[CH:12][CH:11]=2)[N:7]([CH:16]2[CH2:21][CH2:20][NH:19][CH2:18][CH2:17]2)[C:6]1=[O:22])([CH3:4])([CH3:3])[CH3:2].Br[CH2:24][C:25]1[CH:26]=[CH:27][C:28]([O:31][C:32]2[CH:39]=[CH:38][C:35]([C:36]#[N:37])=[CH:34][CH:33]=2)=[N:29][CH:30]=1.C(N(CC)C(C)C)(C)C. Product: [C:1]([N:5]1[CH2:9][C@@H:8]([C:10]2[CH:15]=[CH:14][CH:13]=[CH:12][CH:11]=2)[N:7]([CH:16]2[CH2:21][CH2:20][N:19]([CH2:24][C:25]3[CH:26]=[CH:27][C:28]([O:31][C:32]4[CH:39]=[CH:38][C:35]([C:36]#[N:37])=[CH:34][CH:33]=4)=[N:29][CH:30]=3)[CH2:18][CH2:17]2)[C:6]1=[O:22])([CH3:4])([CH3:2])[CH3:3]. The catalyst class is: 23. (2) Reactant: [CH:1]1([CH2:6][CH:7]([C:11]2[CH:16]=[CH:15][C:14]([Cl:17])=[C:13]([Cl:18])[CH:12]=2)[C:8]([OH:10])=O)[CH2:5][CH2:4][CH2:3][CH2:2]1.F[P-](F)(F)(F)(F)F.N1(O[P+](N(C)C)(N(C)C)N(C)C)C2C=CC=CC=2N=N1.[NH2:46][C:47]1[NH:48][C:49]2[CH:55]=[CH:54][CH:53]=[CH:52][C:50]=2[N:51]=1.C(N(CC)CC)C. Product: [NH:48]1[C:49]2[CH:55]=[CH:54][CH:53]=[CH:52][C:50]=2[N:51]=[C:47]1[NH:46][C:8](=[O:10])[CH:7]([C:11]1[CH:16]=[CH:15][C:14]([Cl:17])=[C:13]([Cl:18])[CH:12]=1)[CH2:6][CH:1]1[CH2:2][CH2:3][CH2:4][CH2:5]1. The catalyst class is: 34. (3) The catalyst class is: 5. Reactant: C([O:4][C@@H:5]1[C@@H:9]([O:10]C(=O)C)[C@@H:8]([CH2:14][O:15]C(=O)C)[O:7][C@H:6]1[N:19]1[CH:26]=[C:25]([F:27])[C:23](=[O:24])[NH:22][C:20]1=[O:21])(=O)C.C(N(CC)CC)C. Product: [C@@H:6]1([N:19]2[CH:26]=[C:25]([F:27])[C:23](=[O:24])[NH:22][C:20]2=[O:21])[O:7][C@H:8]([CH2:14][OH:15])[C@H:9]([OH:10])[C@H:5]1[OH:4]. (4) Reactant: Cl.[NH:2]1[CH2:7][CH2:6][S:5](=[O:9])(=[O:8])[CH2:4][CH2:3]1.[N+:10]([C:13]1[CH:20]=[CH:19][C:16]([CH2:17]Br)=[CH:15][CH:14]=1)([O-:12])=[O:11].C([O-])([O-])=O.[K+].[K+]. Product: [N+:10]([C:13]1[CH:20]=[CH:19][C:16]([CH2:17][N:2]2[CH2:7][CH2:6][S:5](=[O:9])(=[O:8])[CH2:4][CH2:3]2)=[CH:15][CH:14]=1)([O-:12])=[O:11]. The catalyst class is: 23. (5) Reactant: [CH3:1][O:2][C:3]1[C:8]2[C:9]([C:12]3[CH:17]=[CH:16][C:15]([S:18]([NH2:21])(=[O:20])=[O:19])=[CH:14][CH:13]=3)=[N:10][NH:11][C:7]=2[CH:6]=[CH:5][N:4]=1.[H-].[Na+].CC1C=CC(S(O[CH:35]2[CH2:40][CH2:39][CH:38]([O:41][Si:42]([C:45]([CH3:48])([CH3:47])[CH3:46])([CH3:44])[CH3:43])[CH2:37][CH2:36]2)(=O)=O)=CC=1. Product: [Si:42]([O:41][CH:38]1[CH2:37][CH2:36][CH:35]([N:11]2[C:7]3[CH:6]=[CH:5][N:4]=[C:3]([O:2][CH3:1])[C:8]=3[C:9]([C:12]3[CH:13]=[CH:14][C:15]([S:18]([NH2:21])(=[O:20])=[O:19])=[CH:16][CH:17]=3)=[N:10]2)[CH2:40][CH2:39]1)([C:45]([CH3:48])([CH3:47])[CH3:46])([CH3:44])[CH3:43]. The catalyst class is: 3. (6) Reactant: Br[C:2]1[CH:6]=[CH:5][S:4][CH:3]=1.[Li]CCCC.[Br:12][CH2:13][CH2:14][CH2:15][CH2:16]Br. Product: [Br:12][CH2:13][CH2:14][CH2:15][CH2:16][C:2]1[CH:6]=[CH:5][S:4][CH:3]=1. The catalyst class is: 1.